This data is from Reaction yield outcomes from USPTO patents with 853,638 reactions. The task is: Predict the reaction yield, written as a fraction of the theoretical maximum amount of product (1.0 means a 100% yield; for example, 0.34 means a 34% yield). The reactants are [CH3:1][CH2:2][C:3](=O)[CH:4]([CH2:6][CH3:7])[OH:5].[N:9]#[C:10][NH2:11].[O-]CC.[Na+].O. The catalyst is C(O)C. The product is [NH2:11][C:10]1[O:5][C:4]([CH2:6][CH3:7])=[C:3]([CH2:2][CH3:1])[N:9]=1. The yield is 0.297.